Dataset: Catalyst prediction with 721,799 reactions and 888 catalyst types from USPTO. Task: Predict which catalyst facilitates the given reaction. (1) Reactant: [OH:1][C:2]1[CH:3]=[C:4]([CH:12]=[C:13]([NH:15][C:16]2[NH:17][CH2:18][CH:19]([OH:22])[CH2:20][N:21]=2)[CH:14]=1)[C:5]([NH:7][CH2:8][C:9]([OH:11])=O)=[O:6].Cl.[NH2:24][C@H:25]([C:32]1[CH:37]=[C:36]([C:38]([OH:44])([CH3:43])[C:39]([F:42])([F:41])[F:40])[CH:35]=[C:34]([Cl:45])[CH:33]=1)[CH2:26][C:27]([O:29][CH2:30][CH3:31])=[O:28].O.ON1C2C=CC=CC=2N=N1. Product: [Cl:45][C:34]1[CH:33]=[C:32]([C@@H:25]([NH:24][C:9](=[O:11])[CH2:8][NH:7][C:5](=[O:6])[C:4]2[CH:12]=[C:13]([NH:15][C:16]3[NH:17][CH2:18][CH:19]([OH:22])[CH2:20][N:21]=3)[CH:14]=[C:2]([OH:1])[CH:3]=2)[CH2:26][C:27]([O:29][CH2:30][CH3:31])=[O:28])[CH:37]=[C:36]([C:38]([OH:44])([CH3:43])[C:39]([F:42])([F:41])[F:40])[CH:35]=1. The catalyst class is: 85. (2) Reactant: Cl[C:2]1[CH:7]=[CH:6][C:5]([NH:8][C:9]([NH:11][C:12]2[CH:27]=[CH:26][C:15]([O:16][C:17]3[CH:22]=[CH:21][N:20]=[C:19]([C:23](=[S:25])[NH2:24])[CH:18]=3)=[CH:14][CH:13]=2)=[O:10])=[CH:4][C:3]=1[C:28](F)(F)F.ClC1C=C[C:36]([NH:39]C(NC2C=CC(OC3C=CN=C(C#N)C=3)=CC=2)=O)=[CH:35]C=1C(F)(F)F.CCOC(C)=O.[NH4+].[OH-]. Product: [N:39]1[C:2]2[C:3](=[CH:4][C:5]([NH:8][C:9]([NH:11][C:12]3[CH:27]=[CH:26][C:15]([O:16][C:17]4[CH:22]=[CH:21][N:20]=[C:19]([C:23](=[S:25])[NH2:24])[CH:18]=4)=[CH:14][CH:13]=3)=[O:10])=[CH:6][CH:7]=2)[CH:28]=[CH:35][CH:36]=1. The catalyst class is: 5. (3) Reactant: C([O:3][C:4](=[O:36])[CH:5]([O:7][P:8]([CH2:17][C:18]([CH3:35])=[CH:19][CH2:20][C:21]1[C:22]([OH:34])=[C:23]2[C:27](=[C:28]([CH3:32])[C:29]=1[O:30][CH3:31])[CH2:26][O:25][C:24]2=[O:33])([O:10][C:11]1[CH:16]=[CH:15][CH:14]=[CH:13][CH:12]=1)=[O:9])[CH3:6])C.[OH-].[Na+]. Product: [OH:34][C:22]1[C:21]([CH2:20][CH:19]=[C:18]([CH3:35])[CH2:17][P:8]([O:10][C:11]2[CH:12]=[CH:13][CH:14]=[CH:15][CH:16]=2)([O:7][CH:5]([CH3:6])[C:4]([OH:36])=[O:3])=[O:9])=[C:29]([O:30][CH3:31])[C:28]([CH3:32])=[C:27]2[C:23]=1[C:24](=[O:33])[O:25][CH2:26]2. The catalyst class is: 1. (4) Reactant: Cl.Cl.[O:3]1[CH2:8][CH2:7][CH:6]([N:9]2[CH2:14][CH2:13][CH:12]([NH2:15])[CH2:11][CH2:10]2)[CH2:5][CH2:4]1.C(N(CC)C(C)C)(C)C.F[C:26]1[CH:31]=[C:30]([O:32][CH2:33][C:34]([F:37])([F:36])[F:35])[CH:29]=[CH:28][C:27]=1[N+:38]([O-:40])=[O:39]. Product: [N+:38]([C:27]1[CH:28]=[CH:29][C:30]([O:32][CH2:33][C:34]([F:35])([F:36])[F:37])=[CH:31][C:26]=1[NH:15][CH:12]1[CH2:13][CH2:14][N:9]([CH:6]2[CH2:5][CH2:4][O:3][CH2:8][CH2:7]2)[CH2:10][CH2:11]1)([O-:40])=[O:39]. The catalyst class is: 9. (5) Reactant: [CH2:1]([P:3](=[O:10])([O:7]CC)[O:4][CH2:5][CH3:6])[CH3:2].[OH-].[Na+].O.S([O-])([O-])(=O)=O.[Al+3:19].S([O-])([O-])(=O)=O.S([O-])([O-])(=O)=O.[Al+3]. Product: [CH2:1]([P:3](=[O:7])([O-:10])[O:4][CH2:5][CH3:6])[CH3:2].[Al+3:19].[CH2:5]([O:4][P:3]([CH2:1][CH3:2])(=[O:7])[O-:10])[CH3:6].[CH2:5]([O:4][P:3]([CH2:1][CH3:2])(=[O:7])[O-:10])[CH3:6]. The catalyst class is: 6.